From a dataset of Full USPTO retrosynthesis dataset with 1.9M reactions from patents (1976-2016). Predict the reactants needed to synthesize the given product. (1) Given the product [CH3:36][O:37][CH2:38][CH2:30][C:28]1[NH:29][C:25]([C:21]2[C:22]([CH3:24])=[CH:23][C:2]([CH3:1])=[C:3]([CH:20]=2)[C:4]([N:6]2[CH2:7][CH2:8][CH:9]([C:12]3[CH:13]=[CH:14][C:15]([C:16]#[N:17])=[CH:18][CH:19]=3)[CH2:10][CH2:11]2)=[O:5])=[N:26][N:27]=1, predict the reactants needed to synthesize it. The reactants are: [CH3:1][C:2]1[CH:23]=[C:22]([CH3:24])[C:21]([C:25]2[NH:29][C:28]([CH2:30]C3CCOC3)=[N:27][N:26]=2)=[CH:20][C:3]=1[C:4]([N:6]1[CH2:11][CH2:10][CH:9]([C:12]2[CH:19]=[CH:18][C:15]([C:16]#[N:17])=[CH:14][CH:13]=2)[CH2:8][CH2:7]1)=[O:5].[CH3:36][O:37][CH2:38]CC(NN)=O.O1CCC(CC(NN)=O)C1. (2) The reactants are: [OH:1][C:2]([CH3:11])([CH3:10])[CH2:3][C@H:4]1[CH2:8][O:7]C(=O)[NH:5]1.[OH-].[Ba+2].[OH-].C(O)C.C(=O)=O. Given the product [NH2:5][C@@H:4]([CH2:3][C:2]([CH3:11])([OH:1])[CH3:10])[CH2:8][OH:7], predict the reactants needed to synthesize it.